From a dataset of Catalyst prediction with 721,799 reactions and 888 catalyst types from USPTO. Predict which catalyst facilitates the given reaction. (1) Reactant: [C:1]1([CH2:7][CH2:8]/[CH:9]=[CH:10]/[CH:11]=[CH:12]/[C:13]([O:15]CC)=[O:14])[CH:6]=[CH:5][CH:4]=[CH:3][CH:2]=1.[OH-].[Na+].Cl. Product: [C:1]1([CH2:7][CH2:8]/[CH:9]=[CH:10]/[CH:11]=[CH:12]/[C:13]([OH:15])=[O:14])[CH:6]=[CH:5][CH:4]=[CH:3][CH:2]=1. The catalyst class is: 5. (2) Reactant: Br[C:2]1[C:6]2[CH2:7][N:8]([C:11](=[O:13])[CH3:12])[CH2:9][CH2:10][C:5]=2[N:4]([CH3:14])[N:3]=1.[CH3:15][C:16]1[CH:22]=[CH:21][C:19]([NH2:20])=[CH:18][C:17]=1[C:23]1[CH:24]=[N:25][N:26]([CH3:28])[CH:27]=1.C1(P(C2CCCCC2)C2(C(C)C)C(OC)C=CC(OC)=C2C2C(C(C)C)=CC(C(C)C)=CC=2)CCCCC1.C(O[Na])(C)(C)C. Product: [CH3:14][N:4]1[C:5]2[CH2:10][CH2:9][N:8]([C:11](=[O:13])[CH3:12])[CH2:7][C:6]=2[C:2]([NH:20][C:19]2[CH:21]=[CH:22][C:16]([CH3:15])=[C:17]([C:23]3[CH:24]=[N:25][N:26]([CH3:28])[CH:27]=3)[CH:18]=2)=[N:3]1. The catalyst class is: 38. (3) Reactant: [CH2:1]([O:3][C:4]([C:6]1[CH:29]=[CH:28][C:9]2[NH:10][C:11]([NH:13][CH2:14][CH:15]3[CH2:20][CH2:19][N:18](C(OC(C)(C)C)=O)[CH2:17][CH2:16]3)=[N:12][C:8]=2[CH:7]=1)=[O:5])[CH3:2].Cl.O1CCOCC1.C(O)C. Product: [CH2:1]([O:3][C:4]([C:6]1[CH:29]=[CH:28][C:9]2[NH:10][C:11]([NH:13][CH2:14][CH:15]3[CH2:16][CH2:17][NH:18][CH2:19][CH2:20]3)=[N:12][C:8]=2[CH:7]=1)=[O:5])[CH3:2]. The catalyst class is: 7. (4) Reactant: I[C:2]1[CH:3]=[C:4]([O:12][CH3:13])[C:5]([I:11])=[CH:6][C:7]=1[N+:8]([O-:10])=[O:9].C1([Mg]Cl)C=CC=CC=1.[CH3:22][C:23]([CH3:27])([CH3:26])[CH:24]=[O:25]. Product: [I:11][C:5]1[C:4]([O:12][CH3:13])=[CH:3][C:2]([CH:24]([OH:25])[C:23]([CH3:27])([CH3:26])[CH3:22])=[C:7]([N+:8]([O-:10])=[O:9])[CH:6]=1. The catalyst class is: 1. (5) Reactant: [ClH:1].C(OCC)(=O)C.[CH3:8][S:9]([C:12]1[CH:13]=[C:14]2[C:18](=[CH:19][CH:20]=1)[N:17]([C:21]1[N:26]=[CH:25][N:24]=[C:23]([O:27][CH:28]3[CH2:33][CH2:32][N:31](C(OC(C)(C)C)=O)[CH2:30][CH2:29]3)[CH:22]=1)[CH2:16][CH2:15]2)(=[O:11])=[O:10]. Product: [ClH:1].[CH3:8][S:9]([C:12]1[CH:13]=[C:14]2[C:18](=[CH:19][CH:20]=1)[N:17]([C:21]1[CH:22]=[C:23]([O:27][CH:28]3[CH2:33][CH2:32][NH:31][CH2:30][CH2:29]3)[N:24]=[CH:25][N:26]=1)[CH2:16][CH2:15]2)(=[O:11])=[O:10]. The catalyst class is: 13. (6) Reactant: [Cl:1][C:2]1[CH:7]=[CH:6][C:5]([C:8]2(O)[C:13]3[CH:14]=[C:15]([C:17]4[CH:22]=[CH:21][N:20]=[CH:19][CH:18]=4)[S:16][C:12]=3[S:11](=[O:24])(=[O:23])[NH:10][CH2:9]2)=[CH:4][CH:3]=1.C([SiH](CC)CC)C.FC(F)(F)S(O)(=O)=O.C([O-])(O)=O.[Na+]. The catalyst class is: 26. Product: [Cl:1][C:2]1[CH:7]=[CH:6][C:5]([C:8]2[C:13]3[CH:14]=[C:15]([C:17]4[CH:18]=[CH:19][N:20]=[CH:21][CH:22]=4)[S:16][C:12]=3[S:11](=[O:24])(=[O:23])[NH:10][CH:9]=2)=[CH:4][CH:3]=1. (7) Reactant: P(Cl)(Cl)(Cl)(Cl)Cl.[CH3:7][N:8]1[CH2:13][CH2:12][N:11]([C:14]2[O:15][C:16]3[C:22]([CH3:23])=[CH:21][CH:20]=[CH:19][C:17]=3[N:18]=2)[CH2:10][CH2:9]1.SC1OC2C(C)=CC=CC=2N=1.CN1CCNCC1. Product: [CH3:7][N:8]1[CH2:9][CH2:10][N:11]([C:14]2[O:15][C:16]3[C:22]([CH3:23])=[CH:21][CH:20]=[CH:19][C:17]=3[N:18]=2)[CH2:12][CH2:13]1. The catalyst class is: 11. (8) Reactant: [Cl:1][CH2:2][C:3](Cl)=[O:4].[NH2:6][C:7]1[C:16]2[N:17]=[C:18]([CH2:36][O:37][CH2:38][CH3:39])[N:19]([CH2:20][CH2:21][CH2:22][NH:23][CH2:24][C:25]3[CH:26]=[C:27]([CH2:31][C:32]([O:34][CH3:35])=[O:33])[CH:28]=[CH:29][CH:30]=3)[C:15]=2[C:14]2[CH:13]=[CH:12][CH:11]=[CH:10][C:9]=2[N:8]=1. Product: [NH2:6][C:7]1[C:16]2[N:17]=[C:18]([CH2:36][O:37][CH2:38][CH3:39])[N:19]([CH2:20][CH2:21][CH2:22][N:23]([CH2:24][C:25]3[CH:26]=[C:27]([CH2:31][C:32]([O:34][CH3:35])=[O:33])[CH:28]=[CH:29][CH:30]=3)[C:3](=[O:4])[CH2:2][Cl:1])[C:15]=2[C:14]2[CH:13]=[CH:12][CH:11]=[CH:10][C:9]=2[N:8]=1. The catalyst class is: 23.